From a dataset of Peptide-MHC class I binding affinity with 185,985 pairs from IEDB/IMGT. Regression. Given a peptide amino acid sequence and an MHC pseudo amino acid sequence, predict their binding affinity value. This is MHC class I binding data. The peptide sequence is TLFIGSHVV. The MHC is HLA-B51:01 with pseudo-sequence HLA-B51:01. The binding affinity (normalized) is 0.204.